Dataset: Reaction yield outcomes from USPTO patents with 853,638 reactions. Task: Predict the reaction yield, written as a fraction of the theoretical maximum amount of product (1.0 means a 100% yield; for example, 0.34 means a 34% yield). (1) The reactants are [NH2:1][C:2]1[CH:7]=[C:6]([C:8]2[S:9][C:10]([C:23]3[NH:27][N:26]=[CH:25][CH:24]=3)=[C:11]([C:15]3[CH:20]=[CH:19][C:18]([Cl:21])=[CH:17][C:16]=3[Cl:22])[C:12]=2[C:13]#[N:14])[CH:5]=[CH:4][N:3]=1.N1C=CC=CC=1.C(Cl)Cl.[C:37](OC(=O)C)(=[O:39])[CH3:38].CO.O.C(=O)(O)[O-].[Na+]. No catalyst specified. The product is [C:13]([C:12]1[C:11]([C:15]2[CH:20]=[CH:19][C:18]([Cl:21])=[CH:17][C:16]=2[Cl:22])=[C:10]([C:23]2[NH:27][N:26]=[CH:25][CH:24]=2)[S:9][C:8]=1[C:6]1[CH:5]=[CH:4][N:3]=[C:2]([NH:1][C:37](=[O:39])[CH3:38])[CH:7]=1)#[N:14]. The yield is 0.410. (2) The reactants are [O:1]=[C:2]1[C:11]2[CH:12]=[CH:13][S:14][C:10]=2[C:9]2[CH:8]=[CH:7][C:6]([C:15]#[N:16])=[CH:5][C:4]=2[NH:3]1.[Br:17]N1C(=O)CCC1=O.O. The catalyst is C(O)(=O)C. The product is [Br:17][C:13]1[S:14][C:10]2[C:9]3[CH:8]=[CH:7][C:6]([C:15]#[N:16])=[CH:5][C:4]=3[NH:3][C:2](=[O:1])[C:11]=2[CH:12]=1. The yield is 0.840. (3) The reactants are [CH3:1][O:2][C:3]1[CH:4]=[C:5]2[C:10](=[CH:11][CH:12]=1)[CH:9]=[C:8]([C:13]1[N:14]=[C:15]([C:24]([CH3:28])([CH3:27])[CH2:25][NH2:26])[NH:16][C:17]=1[C:18]1[CH:23]=[CH:22][N:21]=[CH:20][CH:19]=1)[CH:7]=[CH:6]2.CO[BH-](OC)OC.[Na+]. The catalyst is ClCCl.O. The product is [CH:5]1([CH2:6][NH:26][CH2:25][C:24]([C:15]2[NH:16][C:17]([C:18]3[CH:23]=[CH:22][N:21]=[CH:20][CH:19]=3)=[C:13]([C:8]3[CH:7]=[CH:6][C:5]4[C:10](=[CH:11][CH:12]=[C:3]([O:2][CH3:1])[CH:4]=4)[CH:9]=3)[N:14]=2)([CH3:28])[CH3:27])[CH2:10][CH2:11][CH2:12][CH2:3][CH2:4]1. The yield is 0.400. (4) The reactants are [NH2:1][CH2:2][CH2:3][CH:4]1[C:12]2[C:7](=[CH:8][CH:9]=[CH:10][CH:11]=2)[N:6]([CH3:13])[C:5]1=[O:14].CCN(C(C)C)C(C)C.[C:24]([C:26]1[C:27]([NH:36][C@@H:37]2[CH2:40][C@H:39]([C:41]([NH2:43])=[O:42])[C:38]2([CH3:45])[CH3:44])=[N:28][C:29](S(C)(=O)=O)=[N:30][CH:31]=1)#[N:25]. The catalyst is O. The product is [C:24]([C:26]1[C:27]([NH:36][C@@H:37]2[CH2:40][C@H:39]([C:41]([NH2:43])=[O:42])[C:38]2([CH3:45])[CH3:44])=[N:28][C:29]([NH:1][CH2:2][CH2:3][CH:4]2[C:12]3[C:7](=[CH:8][CH:9]=[CH:10][CH:11]=3)[N:6]([CH3:13])[C:5]2=[O:14])=[N:30][CH:31]=1)#[N:25]. The yield is 0.0800. (5) The reactants are [C:1]([C:3]1[CH:8]=[CH:7][CH:6]=[CH:5][C:4]=1[C:9]1[CH:14]=[CH:13][C:12]([CH2:15][C:16]2[C:17](=[O:43])[N:18]([C@H:29]3[CH2:34][CH2:33][C@H:32]([O:35][CH2:36][C:37](N(OC)C)=[O:38])[CH2:31][CH2:30]3)[C:19]3[N:20]([N:25]=[C:26]([CH3:28])[N:27]=3)[C:21]=2[CH2:22][CH2:23][CH3:24])=[CH:11][CH:10]=1)#[N:2].[CH3:44][Mg]Br.Cl. The catalyst is O1CCCC1. The product is [CH3:28][C:26]1[N:27]=[C:19]2[N:18]([C@H:29]3[CH2:30][CH2:31][C@H:32]([O:35][CH2:36][C:37](=[O:38])[CH3:44])[CH2:33][CH2:34]3)[C:17](=[O:43])[C:16]([CH2:15][C:12]3[CH:13]=[CH:14][C:9]([C:4]4[C:3]([C:1]#[N:2])=[CH:8][CH:7]=[CH:6][CH:5]=4)=[CH:10][CH:11]=3)=[C:21]([CH2:22][CH2:23][CH3:24])[N:20]2[N:25]=1. The yield is 0.600. (6) The product is [CH:19]1([CH2:18][CH2:17][C@H:13]([NH:12][C:1](=[O:10])[C:2]2[CH:7]=[CH:6][CH:5]=[C:4]([O:8][CH3:9])[CH:3]=2)[C:14](=[O:16])[NH:28][CH2:27][CH2:25][N:42]2[C:43]3[C:39](=[CH:38][C:37]([O:36][CH2:29][C:30]4[CH:31]=[CH:32][CH:33]=[CH:34][CH:35]=4)=[CH:45][CH:44]=3)[CH2:40][CH2:41]2)[CH2:24][CH2:23][CH2:22][CH2:21][CH2:20]1. The yield is 0.100. The reactants are [C:1](Cl)(=[O:10])[C:2]1[CH:7]=[CH:6][CH:5]=[C:4]([O:8][CH3:9])[CH:3]=1.[NH2:12][C@@H:13]([CH2:17][CH2:18][CH:19]1[CH2:24][CH2:23][CH2:22][CH2:21][CH2:20]1)[C:14]([OH:16])=O.[CH2:25]([CH2:27][NH2:28])O.[CH2:29]([O:36][C:37]1[CH:38]=[C:39]2[C:43](=[CH:44][CH:45]=1)[NH:42][CH2:41][CH2:40]2)[C:30]1[CH:35]=[CH:34][CH:33]=[CH:32][CH:31]=1. No catalyst specified. (7) The reactants are Cl.[C@H:2]12[CH2:8][C@H:5]([NH:6][CH2:7]1)[CH2:4][N:3]2[C:9]([NH2:11])=[O:10].CCN(CC)CC.[S:19]1[C:23]2[CH:24]=[CH:25][CH:26]=[CH:27][C:22]=2[N:21]=[C:20]1[O:28][C:29]1[CH:36]=[CH:35][C:32]([CH:33]=O)=[CH:31][CH:30]=1.C(O[BH-](OC(=O)C)OC(=O)C)(=O)C.[Na+]. The catalyst is C1COCC1.C(Cl)Cl.[OH-].[Na+]. The product is [S:19]1[C:23]2[CH:24]=[CH:25][CH:26]=[CH:27][C:22]=2[N:21]=[C:20]1[O:28][C:29]1[CH:36]=[CH:35][C:32]([CH2:33][N:6]2[CH2:7][C@@H:2]3[CH2:8][C@H:5]2[CH2:4][N:3]3[C:9]([NH2:11])=[O:10])=[CH:31][CH:30]=1. The yield is 0.440. (8) The reactants are S(Cl)(Cl)=O.[CH3:5][O:6][C:7]1[C:15]([O:16][CH3:17])=[C:14]([O:18][CH3:19])[CH:13]=[C:12]([CH3:20])[C:8]=1[C:9]([OH:11])=O.C1(C)C=CC=CC=1.[Cu][C:29]#[N:30]. The catalyst is C(#N)C. The product is [CH3:5][O:6][C:7]1[C:15]([O:16][CH3:17])=[C:14]([O:18][CH3:19])[CH:13]=[C:12]([CH3:20])[C:8]=1[C:9]([C:29]#[N:30])=[O:11]. The yield is 0.450.